Dataset: NCI-60 drug combinations with 297,098 pairs across 59 cell lines. Task: Regression. Given two drug SMILES strings and cell line genomic features, predict the synergy score measuring deviation from expected non-interaction effect. (1) Drug 1: C1CN1P(=S)(N2CC2)N3CC3. Drug 2: C1=CN(C(=O)N=C1N)C2C(C(C(O2)CO)O)O.Cl. Cell line: HOP-62. Synergy scores: CSS=35.3, Synergy_ZIP=-5.68, Synergy_Bliss=-6.71, Synergy_Loewe=-16.4, Synergy_HSA=-3.84. (2) Drug 1: CC12CCC(CC1=CCC3C2CCC4(C3CC=C4C5=CN=CC=C5)C)O. Drug 2: C1=CC(=CC=C1CCCC(=O)O)N(CCCl)CCCl. Cell line: RPMI-8226. Synergy scores: CSS=60.1, Synergy_ZIP=3.37, Synergy_Bliss=2.04, Synergy_Loewe=2.23, Synergy_HSA=3.32. (3) Drug 1: CC=C1C(=O)NC(C(=O)OC2CC(=O)NC(C(=O)NC(CSSCCC=C2)C(=O)N1)C(C)C)C(C)C. Drug 2: B(C(CC(C)C)NC(=O)C(CC1=CC=CC=C1)NC(=O)C2=NC=CN=C2)(O)O. Cell line: SF-539. Synergy scores: CSS=56.7, Synergy_ZIP=2.06, Synergy_Bliss=4.53, Synergy_Loewe=-15.8, Synergy_HSA=1.59. (4) Drug 1: CC1=C(C=C(C=C1)NC2=NC=CC(=N2)N(C)C3=CC4=NN(C(=C4C=C3)C)C)S(=O)(=O)N.Cl. Drug 2: C1=CN(C=N1)CC(O)(P(=O)(O)O)P(=O)(O)O. Cell line: T-47D. Synergy scores: CSS=12.8, Synergy_ZIP=13.0, Synergy_Bliss=11.4, Synergy_Loewe=11.0, Synergy_HSA=11.5.